From a dataset of Catalyst prediction with 721,799 reactions and 888 catalyst types from USPTO. Predict which catalyst facilitates the given reaction. (1) Reactant: [Br:1][CH2:2][CH2:3][OH:4].C(N(CC)CC)C.[C:12](Cl)(=[O:16])[C:13]([CH3:15])=[CH2:14]. Product: [C:12]([O:4][CH2:3][CH2:2][Br:1])(=[O:16])[C:13]([CH3:15])=[CH2:14]. The catalyst class is: 48. (2) Reactant: [C:1]([NH2:7])(=[O:6])[C:2]([CH3:5])([CH3:4])[CH3:3].F[B-](F)(F)F.[CH2:13]([O+](CC)CC)C.N.Cl.C[O:23][C:24](=[O:29])[C@H:25]([CH2:27]O)N.ClC(Cl)C. Product: [C:2]([C:1]1[O:6][CH2:13][CH:27]([CH2:25][C:24]([OH:23])=[O:29])[N:7]=1)([CH3:5])([CH3:4])[CH3:3]. The catalyst class is: 4. (3) Reactant: [C:1]([NH:4][CH2:5][C@@H:6]1[O:10][C:9](=[O:11])[N:8]([C:12]2[CH:17]=[C:16]([F:18])[C:15]([N:19]3[CH2:24][CH2:23][C:22]([O:28][P:29](=[O:32])([OH:31])[OH:30])([CH2:25][O:26][CH3:27])[CH2:21][CH2:20]3)=[C:14]([F:33])[CH:13]=2)[CH2:7]1)(=[O:3])[CH3:2].[OH-].[Mg+2:35].[OH-]. Product: [Mg+2:35].[C:1]([NH:4][CH2:5][C@@H:6]1[O:10][C:9](=[O:11])[N:8]([C:12]2[CH:17]=[C:16]([F:18])[C:15]([N:19]3[CH2:24][CH2:23][C:22]([O:28][P:29](=[O:30])([O-:31])[O-:32])([CH2:25][O:26][CH3:27])[CH2:21][CH2:20]3)=[C:14]([F:33])[CH:13]=2)[CH2:7]1)(=[O:3])[CH3:2]. The catalyst class is: 6. (4) Reactant: [CH3:1][O:2][CH2:3][C:4]([NH:6][CH2:7]/[CH:8]=[CH:9]/[C:10]1[CH:11]=[C:12]2[C:17](=[CH:18][CH:19]=1)[N:16]=[CH:15][N:14]=[C:13]2[NH:20][C:21]1[CH:26]=[CH:25][C:24]([O:27][C:28]2[CH:29]=[N:30][C:31]([CH3:34])=[CH:32][CH:33]=2)=[C:23]([CH3:35])[CH:22]=1)=[O:5].[C:36]([OH:44])(=[O:43])[CH:37]([CH2:39][C:40]([OH:42])=[O:41])[OH:38]. Product: [C:36]([OH:44])(=[O:43])[CH:37]([CH2:39][C:40]([OH:42])=[O:41])[OH:38].[CH3:1][O:2][CH2:3][C:4]([NH:6][CH2:7]/[CH:8]=[CH:9]/[C:10]1[CH:11]=[C:12]2[C:17](=[CH:18][CH:19]=1)[N:16]=[CH:15][N:14]=[C:13]2[NH:20][C:21]1[CH:26]=[CH:25][C:24]([O:27][C:28]2[CH:29]=[N:30][C:31]([CH3:34])=[CH:32][CH:33]=2)=[C:23]([CH3:35])[CH:22]=1)=[O:5]. The catalyst class is: 1. (5) Reactant: [CH:1]1([N:7]2[C:12]([OH:13])=[C:11]([C:14]([NH:16][CH2:17][C:18]([O:20]CC)=[O:19])=[O:15])[C:10](=[O:23])[NH:9][C:8]2=[O:24])[CH2:6][CH2:5][CH2:4][CH2:3][CH2:2]1.C(=O)([O-])[O-].[K+].[K+].[Br:31][C:32]1[CH:39]=[CH:38][C:37]([F:40])=[CH:36][C:33]=1[CH2:34]Br.Cl. Product: [Br:31][C:32]1[CH:39]=[CH:38][C:37]([F:40])=[CH:36][C:33]=1[CH2:34][N:9]1[C:10](=[O:23])[C:11]([C:14]([NH:16][CH2:17][C:18]([OH:20])=[O:19])=[O:15])=[C:12]([OH:13])[N:7]([CH:1]2[CH2:2][CH2:3][CH2:4][CH2:5][CH2:6]2)[C:8]1=[O:24]. The catalyst class is: 44. (6) Reactant: IC.[CH3:3][C:4]1[C:5](=[O:10])[NH:6][CH:7]=[CH:8][CH:9]=1.[C:11](=O)([O-])[O-].[K+].[K+]. Product: [CH3:11][N:6]1[CH:7]=[CH:8][CH:9]=[C:4]([CH3:3])[C:5]1=[O:10]. The catalyst class is: 21. (7) Reactant: [CH3:1][NH2:2].C([NH:6][C:7]1[S:11][C:10]([S:12](Cl)(=[O:14])=[O:13])=[N:9][N:8]=1)(=O)C. Product: [CH3:1][NH:2][S:12]([C:10]1[S:11][C:7]([NH2:6])=[N:8][N:9]=1)(=[O:14])=[O:13]. The catalyst class is: 1.